This data is from Reaction yield outcomes from USPTO patents with 853,638 reactions. The task is: Predict the reaction yield, written as a fraction of the theoretical maximum amount of product (1.0 means a 100% yield; for example, 0.34 means a 34% yield). (1) The reactants are [Cl:1][C:2]1[C:3]([F:29])=[C:4]([CH:26]=[CH:27][CH:28]=1)[NH:5][C:6]1[C:15]2[C:10](=[CH:11][C:12]([O:24][CH3:25])=[C:13]([O:16][CH2:17][CH:18]3[CH2:23][CH2:22][NH:21][CH2:20][CH2:19]3)[CH:14]=2)[N:9]=[CH:8][N:7]=1.[CH:30]([N:33](C(C)C)CC)(C)C.N#CBr. The catalyst is C(Cl)Cl. The product is [Cl:1][C:2]1[C:3]([F:29])=[C:4]([CH:26]=[CH:27][CH:28]=1)[NH:5][C:6]1[C:15]2[C:10](=[CH:11][C:12]([O:24][CH3:25])=[C:13]([O:16][CH2:17][CH:18]3[CH2:23][CH2:22][N:21]([C:30]#[N:33])[CH2:20][CH2:19]3)[CH:14]=2)[N:9]=[CH:8][N:7]=1. The yield is 0.680. (2) The reactants are [N:1]1([C:7]([C:9]2[N:10]([CH2:21][C:22]([F:25])([F:24])[F:23])[C:11]3[C:16]([CH:17]=2)=[CH:15][C:14]([C:18](O)=[O:19])=[CH:13][CH:12]=3)=[O:8])[CH2:6][CH2:5][O:4][CH2:3][CH2:2]1.[CH:26]1([N:30]2[CH2:35][CH2:34][NH:33][CH2:32][CH2:31]2)[CH2:29][CH2:28][CH2:27]1. No catalyst specified. The product is [CH:26]1([N:30]2[CH2:35][CH2:34][N:33]([C:18]([C:14]3[CH:15]=[C:16]4[C:11](=[CH:12][CH:13]=3)[N:10]([CH2:21][C:22]([F:24])([F:23])[F:25])[C:9]([C:7]([N:1]3[CH2:6][CH2:5][O:4][CH2:3][CH2:2]3)=[O:8])=[CH:17]4)=[O:19])[CH2:32][CH2:31]2)[CH2:29][CH2:28][CH2:27]1. The yield is 0.500. (3) The reactants are I[C:2]1[CH:3]=[C:4]([NH2:8])[CH:5]=[CH:6][CH:7]=1.[NH:9]1[CH2:14][CH2:13][O:12][CH2:11][CH2:10]1.P([O-])([O-])([O-])=O.[K+].[K+].[K+].C(O)CO. The catalyst is [Cu](I)I.C(O)(C)C. The product is [N:9]1([C:2]2[CH:3]=[C:4]([NH2:8])[CH:5]=[CH:6][CH:7]=2)[CH2:14][CH2:13][O:12][CH2:11][CH2:10]1. The yield is 0.480.